From a dataset of Full USPTO retrosynthesis dataset with 1.9M reactions from patents (1976-2016). Predict the reactants needed to synthesize the given product. Given the product [C:23]([NH:22][C:11]1[S:12][C@H:13]([CH3:21])[C@@H:14]2[CH2:15][C@H:16]([C:19]([OH:38])=[O:20])[O:17][CH2:18][C@:9]2([C:3]2[CH:4]=[CH:5][C:6]([F:8])=[CH:7][C:2]=2[F:1])[N:10]=1)(=[O:30])[C:24]1[CH:25]=[CH:26][CH:27]=[CH:28][CH:29]=1, predict the reactants needed to synthesize it. The reactants are: [F:1][C:2]1[CH:7]=[C:6]([F:8])[CH:5]=[CH:4][C:3]=1[C@:9]12[CH2:18][O:17][C@@H:16]([CH2:19][OH:20])[CH2:15][C@H:14]1[C@@H:13]([CH3:21])[S:12][C:11]([NH:22][C:23](=[O:30])[C:24]1[CH:29]=[CH:28][CH:27]=[CH:26][CH:25]=1)=[N:10]2.C(NC1SC[C@@H]2C[C@H](C(O)=O)OC[C@]2(C2C=CC(F)=CC=2F)N=1)(=[O:38])C1C=CC=CC=1.